This data is from Catalyst prediction with 721,799 reactions and 888 catalyst types from USPTO. The task is: Predict which catalyst facilitates the given reaction. (1) Reactant: [N:1]([C:4]1[CH:5]=[C:6]([C:10]2[CH:15]=[CH:14][CH:13]=[C:12]([N:16]3[CH2:20][CH2:19][CH2:18][CH2:17]3)[N:11]=2)[CH:7]=[CH:8][CH:9]=1)=[C:2]=S.[Cl:21][C:22]1[CH:31]=[CH:30][C:25]([C:26]([NH:28][NH2:29])=[O:27])=[CH:24][CH:23]=1. Product: [Cl:21][C:22]1[CH:23]=[CH:24][C:25]([C:26]2[O:27][C:2]([NH:1][C:4]3[CH:9]=[CH:8][CH:7]=[C:6]([C:10]4[CH:15]=[CH:14][CH:13]=[C:12]([N:16]5[CH2:20][CH2:19][CH2:18][CH2:17]5)[N:11]=4)[CH:5]=3)=[N:29][N:28]=2)=[CH:30][CH:31]=1. The catalyst class is: 1. (2) Reactant: C=O.[CH3:3][NH:4][CH2:5][CH2:6][OH:7].[C:8](O)(=O)C.[OH:12][CH:13]1[CH2:18][CH2:17][CH:16]([NH:19][C:20]2[CH:28]=[C:27]([C:29]3[C:38]4[C:33](=[C:34]([C:39]5[CH:40]=[N:41][C:42]6[C:47]([CH:48]=5)=[CH:46][CH:45]=[CH:44][CH:43]=6)[CH:35]=[CH:36][CH:37]=4)[CH:32]=[CH:31][N:30]=3)[CH:26]=[CH:25][C:21]=2[C:22]([NH2:24])=[O:23])[CH2:15][CH2:14]1. Product: [OH:12][CH:13]1[CH2:18][CH2:17][CH:16]([NH:19][C:20]2[CH:28]=[C:27]([C:29]3[C:38]4[C:33](=[C:34]([C:39]5[CH:40]=[N:41][C:42]6[C:47]([CH:48]=5)=[CH:46][CH:45]=[CH:44][CH:43]=6)[CH:35]=[CH:36][CH:37]=4)[CH:32]=[CH:31][N:30]=3)[CH:26]=[CH:25][C:21]=2[C:22]([NH:24][CH2:3][N:4]([CH2:5][CH2:6][OH:7])[CH3:8])=[O:23])[CH2:15][CH2:14]1. The catalyst class is: 511. (3) Reactant: [F:1][C:2]1[CH:3]=[CH:4][CH2:5][CH:6]2[C:11]=1[N:10]1[CH2:12][CH2:13][CH2:14][CH:9]1[C:8](=O)[NH:7]2.B.C1COCC1.CO. Product: [F:1][C:2]1[CH:3]=[CH:4][CH2:5][CH:6]2[C:11]=1[N:10]1[CH2:12][CH2:13][CH2:14][CH:9]1[CH2:8][NH:7]2. The catalyst class is: 1. (4) Reactant: [CH:1]1([NH:4][C:5]2[N:10]3[N:11]=[CH:12][C:13]([CH:14]=O)=[C:9]3[N:8]=[C:7]([CH2:16][C:17]3[CH:18]=[C:19]([CH:22]=[CH:23][CH:24]=3)[C:20]#[N:21])[CH:6]=2)[CH2:3][CH2:2]1.C(O)C.[NH:28]1[CH2:34][C:32](=[O:33])[NH:31][C:29]1=[O:30].N1CCCCC1. Product: [CH:1]1([NH:4][C:5]2[N:10]3[N:11]=[CH:12][C:13]([CH:14]=[C:34]4[C:32](=[O:33])[NH:31][C:29](=[O:30])[NH:28]4)=[C:9]3[N:8]=[C:7]([CH2:16][C:17]3[CH:18]=[C:19]([CH:22]=[CH:23][CH:24]=3)[C:20]#[N:21])[CH:6]=2)[CH2:2][CH2:3]1. The catalyst class is: 6. (5) Reactant: [Cl:1][C:2]1[CH:7]=[CH:6][C:5]([O:8][C:9]2[CH:14]=[CH:13][C:12]([CH2:15][CH2:16][OH:17])=[CH:11][C:10]=2[F:18])=[CH:4][C:3]=1[C:19]([F:22])([F:21])[F:20].[N:23]#[C:24][NH2:25].FC(F)(F)S(O)(=O)=O. Product: [C:24](=[NH:23])([O:17][CH2:16][CH2:15][C:12]1[CH:13]=[CH:14][C:9]([O:8][C:5]2[CH:6]=[CH:7][C:2]([Cl:1])=[C:3]([C:19]([F:22])([F:20])[F:21])[CH:4]=2)=[C:10]([F:18])[CH:11]=1)[NH2:25]. The catalyst class is: 1. (6) Product: [F:16][C:13]1[CH:14]=[CH:15][C:10]([N:7]2[CH2:6][CH2:5][NH:4][CH2:9][CH2:8]2)=[C:11]([N+:17]([O-:19])=[O:18])[CH:12]=1. Reactant: C([N:4]1[CH2:9][CH2:8][N:7]([C:10]2[CH:15]=[CH:14][C:13]([F:16])=[CH:12][C:11]=2[N+:17]([O-:19])=[O:18])[CH2:6][CH2:5]1)(=O)C.[OH-].[Na+]. The catalyst class is: 33. (7) Reactant: [CH:1]1([C:4]2[NH:8][N:7]=[C:6]([NH:9][C:10]3[C:17]([F:18])=[CH:16][C:13]([CH:14]=O)=[C:12]([NH:19][C@H:20]([C:22]4[CH:27]=[CH:26][C:25]([F:28])=[CH:24][CH:23]=4)[CH3:21])[N:11]=3)[CH:5]=2)[CH2:3][CH2:2]1.[NH:29]1[CH2:34][CH2:33][O:32][CH2:31][CH2:30]1.[BH-](OC(C)=O)(OC(C)=O)OC(C)=O.[Na+]. Product: [CH:1]1([C:4]2[NH:8][N:7]=[C:6]([NH:9][C:10]3[C:17]([F:18])=[CH:16][C:13]([CH2:14][N:29]4[CH2:34][CH2:33][O:32][CH2:31][CH2:30]4)=[C:12]([NH:19][C@H:20]([C:22]4[CH:27]=[CH:26][C:25]([F:28])=[CH:24][CH:23]=4)[CH3:21])[N:11]=3)[CH:5]=2)[CH2:3][CH2:2]1. The catalyst class is: 26.